Dataset: Reaction yield outcomes from USPTO patents with 853,638 reactions. Task: Predict the reaction yield, written as a fraction of the theoretical maximum amount of product (1.0 means a 100% yield; for example, 0.34 means a 34% yield). (1) The reactants are Br[C:2]1[CH:3]=[N:4][N:5]2[C:10]([CH:11]([F:13])[F:12])=[CH:9][C:8]([C:14]3[CH:19]=[CH:18][C:17]([C:20]([F:23])([F:22])[F:21])=[CH:16][CH:15]=3)=[N:7][C:6]=12.[CH3:24][Si:25]([C:28]#[CH:29])([CH3:27])[CH3:26]. The yield is 0.990. The product is [F:12][CH:11]([F:13])[C:10]1[N:5]2[N:4]=[CH:3][C:2]([C:29]#[C:28][Si:25]([CH3:27])([CH3:26])[CH3:24])=[C:6]2[N:7]=[C:8]([C:14]2[CH:19]=[CH:18][C:17]([C:20]([F:23])([F:22])[F:21])=[CH:16][CH:15]=2)[CH:9]=1. No catalyst specified. (2) The reactants are [H-].[Na+].[C:3]([C:7]1[CH:12]=[CH:11][C:10]([C:13]2[S:14][CH:15]=[C:16]([C:19]([O:21][CH2:22][CH3:23])=[O:20])[C:17]=2[OH:18])=[CH:9][CH:8]=1)([CH3:6])([CH3:5])[CH3:4].[CH3:24][O:25][CH2:26]Cl.[Cl-].[NH4+]. The catalyst is CN(C)C=O. The product is [C:3]([C:7]1[CH:8]=[CH:9][C:10]([C:13]2[S:14][CH:15]=[C:16]([C:19]([O:21][CH2:22][CH3:23])=[O:20])[C:17]=2[O:18][CH2:24][O:25][CH3:26])=[CH:11][CH:12]=1)([CH3:6])([CH3:4])[CH3:5]. The yield is 0.910. (3) The reactants are [CH2:1]([O:8][C:9]1[CH:14]=[CH:13][C:12]([CH2:15][C@H:16]([NH:20][C:21]([O:23][C:24]([CH3:27])([CH3:26])[CH3:25])=[O:22])[C:17]([OH:19])=[O:18])=[CH:11][CH:10]=1)[C:2]1[CH:7]=[CH:6][CH:5]=[CH:4][CH:3]=1.C1CCC(N=C=NC2CCCCC2)CC1.C1C=CC2N(O)N=NC=2C=1.[N:53]12[CH2:60][CH2:59][CH:56]([CH2:57][CH2:58]1)[C@@H:55](O)[CH2:54]2. The catalyst is C1COCC1. The product is [CH2:1]([O:8][C:9]1[CH:14]=[CH:13][C:12]([CH2:15][C@H:16]([NH:20][C:21]([O:23][C:24]([CH3:27])([CH3:26])[CH3:25])=[O:22])[C:17]([O:19][C@@H:55]2[CH:56]3[CH2:59][CH2:60][N:53]([CH2:58][CH2:57]3)[CH2:54]2)=[O:18])=[CH:11][CH:10]=1)[C:2]1[CH:3]=[CH:4][CH:5]=[CH:6][CH:7]=1. The yield is 0.910. (4) The reactants are [CH2:1]([N:8]1[CH2:15][CH:14]2[CH2:16][CH:10]([CH2:11][N:12](CC3C=CC=CC=3)[CH2:13]2)[CH2:9]1)[C:2]1[CH:7]=[CH:6][CH:5]=[CH:4][CH:3]=1. The catalyst is C(O)C.[Pd]. The yield is 1.00. The product is [CH2:1]([N:8]1[CH2:9][CH:10]2[CH2:16][CH:14]([CH2:13][NH:12][CH2:11]2)[CH2:15]1)[C:2]1[CH:7]=[CH:6][CH:5]=[CH:4][CH:3]=1. (5) The reactants are [Pr].[CH2:2]=[CH:3][CH:4]=[CH2:5].[H-].[CH2:7]([Al+]CC(C)C)C(C)C.[C:16]1([Si]([C:16]2[CH:21]=CC=[CH:18][CH:17]=2)([C:16]2[CH:21]=CC=[CH:18][CH:17]=2)O)[CH:21]=CC=[CH:18][CH:17]=1.C(Br)C=C.[Nd]. The catalyst is CCCCCC.C1(C)C=CC=CC=1. The product is [CH2:2]=[CH:3][C:4](=[CH2:7])[CH3:5].[CH2:21]=[CH:16][CH:17]=[CH2:18]. The yield is 0.370. (6) The reactants are F[C:2]1[CH:7]=[CH:6][C:5]([S:8]([NH:11][CH3:12])(=[O:10])=[O:9])=[CH:4][CH:3]=1.[NH:13]1[CH2:18][CH2:17][NH:16][CH2:15][CH2:14]1. The catalyst is O. The product is [CH3:12][NH:11][S:8]([C:5]1[CH:6]=[CH:7][C:2]([N:13]2[CH2:18][CH2:17][NH:16][CH2:15][CH2:14]2)=[CH:3][CH:4]=1)(=[O:10])=[O:9]. The yield is 0.870.